Dataset: Full USPTO retrosynthesis dataset with 1.9M reactions from patents (1976-2016). Task: Predict the reactants needed to synthesize the given product. Given the product [CH3:3][O:4][C:5](=[O:19])[CH2:6][C:7]1[S:8][C:9]([C:12]2[CH:17]=[CH:16][CH:15]=[CH:14][C:13]=2[NH:18][C:26]([C:25]2[CH:24]=[N:23][CH:22]=[C:21]([Br:20])[CH:29]=2)=[O:27])=[CH:10][CH:11]=1, predict the reactants needed to synthesize it. The reactants are: N#N.[CH3:3][O:4][C:5](=[O:19])[CH2:6][C:7]1[S:8][C:9]([C:12]2[CH:17]=[CH:16][CH:15]=[CH:14][C:13]=2[NH2:18])=[CH:10][CH:11]=1.[Br:20][C:21]1[CH:22]=[N:23][CH:24]=[C:25]([CH:29]=1)[C:26](Cl)=[O:27].